This data is from Skin sensitization/reaction prediction data. The task is: Regression/Classification. Given a drug SMILES string, predict its toxicity properties. Task type varies by dataset: regression for continuous values (e.g., LD50, hERG inhibition percentage) or binary classification for toxic/non-toxic outcomes (e.g., AMES mutagenicity, cardiotoxicity, hepatotoxicity). Dataset: skin_reaction. (1) The drug is C=C1NS(=O)(=O)N=C1c1ccccc1. The result is 1 (causes skin reaction). (2) The molecule is NCCNCCO. The result is 1 (causes skin reaction).